From a dataset of Full USPTO retrosynthesis dataset with 1.9M reactions from patents (1976-2016). Predict the reactants needed to synthesize the given product. Given the product [Cl:1][C:2]1[CH:3]=[C:4]([C:9]2[CH:10]=[C:11]([C@@:15]3([CH2:31][CH3:32])[NH:16][C:17](=[NH:23])[N:18]([CH3:22])[CH2:19][CH2:20]3)[CH:12]=[CH:13][CH:14]=2)[C:5]([OH:8])=[CH:6][CH:7]=1, predict the reactants needed to synthesize it. The reactants are: [Cl:1][C:2]1[CH:3]=[C:4]([C:9]2[CH:10]=[C:11]([C@:15]3([CH3:31])[CH2:20][C:19](=O)[N:18]([CH3:22])[C:17](=[N:23]C(=O)OC(C)(C)C)[NH:16]3)[CH:12]=[CH:13][CH:14]=2)[C:5]([OH:8])=[CH:6][CH:7]=1.[C:32](O)(C(F)(F)F)=O.C(Cl)Cl.